From a dataset of NCI-60 drug combinations with 297,098 pairs across 59 cell lines. Regression. Given two drug SMILES strings and cell line genomic features, predict the synergy score measuring deviation from expected non-interaction effect. (1) Drug 1: CS(=O)(=O)C1=CC(=C(C=C1)C(=O)NC2=CC(=C(C=C2)Cl)C3=CC=CC=N3)Cl. Drug 2: CN(C(=O)NC(C=O)C(C(C(CO)O)O)O)N=O. Cell line: M14. Synergy scores: CSS=-7.10, Synergy_ZIP=0.553, Synergy_Bliss=-5.61, Synergy_Loewe=-8.56, Synergy_HSA=-9.18. (2) Drug 1: CCCS(=O)(=O)NC1=C(C(=C(C=C1)F)C(=O)C2=CNC3=C2C=C(C=N3)C4=CC=C(C=C4)Cl)F. Drug 2: CC1=C(C(CCC1)(C)C)C=CC(=CC=CC(=CC(=O)O)C)C. Cell line: SNB-19. Synergy scores: CSS=-9.37, Synergy_ZIP=3.33, Synergy_Bliss=-0.852, Synergy_Loewe=-5.87, Synergy_HSA=-5.59. (3) Drug 1: CC1=C(C=C(C=C1)C(=O)NC2=CC(=CC(=C2)C(F)(F)F)N3C=C(N=C3)C)NC4=NC=CC(=N4)C5=CN=CC=C5. Drug 2: CC1=C(N=C(N=C1N)C(CC(=O)N)NCC(C(=O)N)N)C(=O)NC(C(C2=CN=CN2)OC3C(C(C(C(O3)CO)O)O)OC4C(C(C(C(O4)CO)O)OC(=O)N)O)C(=O)NC(C)C(C(C)C(=O)NC(C(C)O)C(=O)NCCC5=NC(=CS5)C6=NC(=CS6)C(=O)NCCC[S+](C)C)O. Cell line: CAKI-1. Synergy scores: CSS=30.6, Synergy_ZIP=-6.71, Synergy_Bliss=-10.3, Synergy_Loewe=-22.3, Synergy_HSA=-8.90.